From a dataset of Full USPTO retrosynthesis dataset with 1.9M reactions from patents (1976-2016). Predict the reactants needed to synthesize the given product. (1) Given the product [C:1]([O:4][CH2:5][C@H:6]1[CH2:11][C@@H:10]([O:12][C:13](=[O:15])[CH3:14])[CH2:9][CH2:8][C@@:7]1([C@@H:17]1[C@@H:25]([CH2:26][N:40]=[N+:41]=[N-:42])[C@H:24]2[C@@:20]([CH3:34])([C:21]([C:28]3[CH:33]=[CH:32][CH:31]=[CH:30][CH:29]=3)=[CH:22][CH2:23]2)[CH2:19][CH2:18]1)[CH3:16])(=[O:3])[CH3:2], predict the reactants needed to synthesize it. The reactants are: [C:1]([O:4][CH2:5][C@H:6]1[CH2:11][C@@H:10]([O:12][C:13](=[O:15])[CH3:14])[CH2:9][CH2:8][C@@:7]1([C@@H:17]1[C@@H:25]([CH2:26]O)[C@H:24]2[C@@:20]([CH3:34])([C:21]([C:28]3[CH:33]=[CH:32][CH:31]=[CH:30][CH:29]=3)=[CH:22][CH2:23]2)[CH2:19][CH2:18]1)[CH3:16])(=[O:3])[CH3:2].CS(Cl)(=O)=O.[N-:40]=[N+:41]=[N-:42].[Na+]. (2) Given the product [C:12]1([CH2:11][CH2:10][NH:7][OH:8])[CH:17]=[CH:16][CH:15]=[CH:14][CH:13]=1, predict the reactants needed to synthesize it. The reactants are: B.C1COCC1.[N+:7](/[CH:10]=[CH:11]/[C:12]1[CH:17]=[CH:16][CH:15]=[CH:14][CH:13]=1)([O-])=[O:8].[BH4-].[Na+].Cl. (3) Given the product [CH2:44]([O:1][C:2]1[CH:3]=[C:4]([C:8](=[O:41])[CH2:9][N:10]2[C:19](=[O:20])[C:18]3[N:17]([CH2:21][CH:22]=[C:23]([CH3:25])[CH3:24])[C:16]([N:26]4[CH2:31][CH2:30][CH2:29][CH:28]([NH:32][C:33]([O:35][C:36]([CH3:39])([CH3:38])[CH3:37])=[O:34])[CH2:27]4)=[N:15][C:14]=3[N:13]([CH3:40])[C:11]2=[O:12])[CH:5]=[CH:6][CH:7]=1)[CH:43]=[CH2:42], predict the reactants needed to synthesize it. The reactants are: [OH:1][C:2]1[CH:3]=[C:4]([C:8](=[O:41])[CH2:9][N:10]2[C:19](=[O:20])[C:18]3[N:17]([CH2:21][CH:22]=[C:23]([CH3:25])[CH3:24])[C:16]([N:26]4[CH2:31][CH2:30][CH2:29][CH:28]([NH:32][C:33]([O:35][C:36]([CH3:39])([CH3:38])[CH3:37])=[O:34])[CH2:27]4)=[N:15][C:14]=3[N:13]([CH3:40])[C:11]2=[O:12])[CH:5]=[CH:6][CH:7]=1.[CH2:42](Br)[CH:43]=[CH2:44].C(=O)([O-])[O-].[K+].[K+].